This data is from Reaction yield outcomes from USPTO patents with 853,638 reactions. The task is: Predict the reaction yield, written as a fraction of the theoretical maximum amount of product (1.0 means a 100% yield; for example, 0.34 means a 34% yield). (1) The reactants are [F:1][C:2]1[CH:3]=[C:4]([C:29]2[C:30]([C:35]#[N:36])=[CH:31][CH:32]=[CH:33][CH:34]=2)[CH:5]=[CH:6][C:7]=1[CH2:8][C:9]1[C:10](=[O:28])[N:11]([C@H:21]2[CH2:26][CH2:25][C@H:24]([OH:27])[CH2:23][CH2:22]2)[C:12]2[N:13]([N:18]=[CH:19][N:20]=2)[C:14]=1[CH2:15][CH2:16][CH3:17].[CH2:37]([O:39][C:40](=[O:46])[C:41](=[N+]=[N-])[CH2:42][CH3:43])[CH3:38]. The catalyst is C1(C)C=CC=CC=1.C([O-])(=O)C.[Rh+2].C([O-])(=O)C. The product is [C:35]([C:30]1[CH:31]=[CH:32][CH:33]=[CH:34][C:29]=1[C:4]1[CH:5]=[CH:6][C:7]([CH2:8][C:9]2[C:10](=[O:28])[N:11]([C@H:21]3[CH2:26][CH2:25][C@H:24]([O:27][CH:41]([CH2:42][CH3:43])[C:40]([O:39][CH2:37][CH3:38])=[O:46])[CH2:23][CH2:22]3)[C:12]3[N:13]([N:18]=[CH:19][N:20]=3)[C:14]=2[CH2:15][CH2:16][CH3:17])=[C:2]([F:1])[CH:3]=1)#[N:36]. The yield is 0.560. (2) The reactants are [S:1]1([C:12]2[C:7](=[CH:8][CH:9]=[CH:10][CH:11]=2)[C:5](=[O:6])[NH:4]1)(=[O:3])=[O:2].[H-].[Na+].Br[CH2:16][CH2:17][CH2:18][CH2:19][CH2:20][CH2:21][O:22][Si:23]([C:26]([CH3:29])([CH3:28])[CH3:27])([CH3:25])[CH3:24]. The catalyst is CN(C=O)C.O.CCOC(C)=O. The product is [Si:23]([O:22][CH2:21][CH2:20][CH2:19][CH2:18][CH2:17][CH2:16][N:4]1[C:5](=[O:6])[C:7]2[C:12](=[CH:11][CH:10]=[CH:9][CH:8]=2)[S:1]1(=[O:2])=[O:3])([C:26]([CH3:27])([CH3:28])[CH3:29])([CH3:25])[CH3:24]. The yield is 0.450. (3) The reactants are F[P-](F)(F)(F)(F)F.N1(OC(N(C)C)=[N+](C)C)C2N=CC=CC=2N=N1.[NH2:25][CH2:26][C:27]1[CH:28]=[C:29]2[C:34](=[CH:35][CH:36]=1)[CH2:33][N:32]([C:37]([O:39][C:40]([CH3:43])([CH3:42])[CH3:41])=[O:38])[CH2:31][CH2:30]2.[CH3:44][N:45]1[C:53]2[C:48](=[CH:49][CH:50]=[CH:51][CH:52]=2)[CH:47]=[C:46]1[C:54](O)=[O:55].C(N(C(C)C)C(C)C)C.[OH-].[Na+]. The catalyst is CN(C)C=O. The product is [CH3:44][N:45]1[C:53]2[C:48](=[CH:49][CH:50]=[CH:51][CH:52]=2)[CH:47]=[C:46]1[C:54]([NH:25][CH2:26][C:27]1[CH:28]=[C:29]2[C:34](=[CH:35][CH:36]=1)[CH2:33][N:32]([C:37]([O:39][C:40]([CH3:43])([CH3:42])[CH3:41])=[O:38])[CH2:31][CH2:30]2)=[O:55]. The yield is 1.00. (4) The reactants are [CH3:1][C:2]1([C:12]([O:14]CC2C=CC=CC=2)=[O:13])[CH2:7][CH2:6][CH:5]([O:8][CH:9]([CH3:11])[CH3:10])[CH2:4][CH2:3]1.O1CCCC1.[OH-].[Li+]. The catalyst is O. The product is [CH3:1][C:2]1([C:12]([OH:14])=[O:13])[CH2:7][CH2:6][CH:5]([O:8][CH:9]([CH3:11])[CH3:10])[CH2:4][CH2:3]1. The yield is 0.712.